From a dataset of Forward reaction prediction with 1.9M reactions from USPTO patents (1976-2016). Predict the product of the given reaction. (1) The product is: [OH:8][CH:9]([CH:25]1[CH2:34][CH2:33][C:32]2[C:27](=[CH:28][CH:29]=[C:30]([O:35][C:36]3[CH:37]=[CH:38][CH:39]=[CH:40][CH:41]=3)[CH:31]=2)[CH2:26]1)[C:10]1[O:11][C:12]([C:15]2[N:20]=[C:19]([C:21]([O:23][CH3:24])=[O:22])[CH:18]=[CH:17][CH:16]=2)=[CH:13][N:14]=1. Given the reactants [Si]([O:8][CH:9]([CH:25]1[CH2:34][CH2:33][C:32]2[C:27](=[CH:28][CH:29]=[C:30]([O:35][C:36]3[CH:41]=[CH:40][CH:39]=[CH:38][CH:37]=3)[CH:31]=2)[CH2:26]1)[C:10]1[O:11][C:12]([C:15]2[N:20]=[C:19]([C:21]([O:23][CH3:24])=[O:22])[CH:18]=[CH:17][CH:16]=2)=[CH:13][N:14]=1)(C(C)(C)C)(C)C.[N+](CCCC)(CCCC)(CCCC)CCCC.[F-], predict the reaction product. (2) Given the reactants Cl[CH:2]([C:14]1[CH:19]=[CH:18][CH:17]=[CH:16][CH:15]=1)[C:3]([C:5]1[C:13]2[C:8](=[CH:9][CH:10]=[CH:11][CH:12]=2)[NH:7][CH:6]=1)=[O:4].[NH2:20][C:21]1[CH:22]=[C:23]([O:29][CH3:30])[C:24]([O:27][CH3:28])=[CH:25][CH:26]=1.C(N(CC)CC)C, predict the reaction product. The product is: [CH3:30][O:29][C:23]1[CH:22]=[C:21]([NH:20][CH:2]([C:14]2[CH:19]=[CH:18][CH:17]=[CH:16][CH:15]=2)[C:3]([C:5]2[C:13]3[C:8](=[CH:9][CH:10]=[CH:11][CH:12]=3)[NH:7][CH:6]=2)=[O:4])[CH:26]=[CH:25][C:24]=1[O:27][CH3:28]. (3) Given the reactants C(ON([C@H]1CN(C(OC(C)(C)C)=O)[C@H](CO)C(C)=C1)S(C1C=CC=CC=1[N+]([O-])=O)(=O)=O)C=C.[CH2:34]([O:37][N:38]([C@H:51]1[CH2:56][N:55]([C:57]([O:59][C:60]([CH3:63])([CH3:62])[CH3:61])=[O:58])[C@H:54]([CH2:64][O:65][Si](C(C)(C)C)(C)C)[C:53]([CH:73]([CH3:75])[CH3:74])=[CH:52]1)[S:39]([C:42]1[CH:47]=[CH:46][CH:45]=[CH:44][C:43]=1[N+:48]([O-:50])=[O:49])(=[O:41])=[O:40])[CH:35]=[CH2:36], predict the reaction product. The product is: [CH2:34]([O:37][N:38]([C@H:51]1[CH2:56][N:55]([C:57]([O:59][C:60]([CH3:61])([CH3:62])[CH3:63])=[O:58])[C@H:54]([CH2:64][OH:65])[C:53]([CH:73]([CH3:75])[CH3:74])=[CH:52]1)[S:39]([C:42]1[CH:47]=[CH:46][CH:45]=[CH:44][C:43]=1[N+:48]([O-:50])=[O:49])(=[O:41])=[O:40])[CH:35]=[CH2:36].